This data is from Catalyst prediction with 721,799 reactions and 888 catalyst types from USPTO. The task is: Predict which catalyst facilitates the given reaction. (1) Reactant: [NH2:1][C:2]1[C:6]([C:7]([O:9][CH2:10][CH3:11])=[O:8])=[CH:5][NH:4][N:3]=1.C([O:14]/[CH:15]=[CH:16]/[C:17](OCC)=O)C.C(=O)([O-])[O-].[Cs+].[Cs+].CC(O)=O. Product: [OH:14][C:15]1[CH:16]=[CH:17][N:3]2[N:4]=[CH:5][C:6]([C:7]([O:9][CH2:10][CH3:11])=[O:8])=[C:2]2[N:1]=1. The catalyst class is: 3. (2) Reactant: Cl[C:2]1[N:6]([CH3:7])[C:5]2[C:8]([C:13](=[O:16])[CH2:14][CH3:15])=[CH:9][CH:10]=[C:11]([Cl:12])[C:4]=2[N:3]=1.[Cl:17][C:18]1[CH:23]=[C:22]([Cl:24])[CH:21]=[C:20]([CH3:25])[C:19]=1[OH:26].C(=O)([O-])[O-].[K+].[K+].CN(C)C=O. Product: [Cl:12][C:11]1[C:4]2[N:3]=[C:2]([O:26][C:19]3[C:20]([CH3:25])=[CH:21][C:22]([Cl:24])=[CH:23][C:18]=3[Cl:17])[N:6]([CH3:7])[C:5]=2[C:8]([C:13](=[O:16])[CH2:14][CH3:15])=[CH:9][CH:10]=1. The catalyst class is: 6. (3) The catalyst class is: 1. Reactant: S(=O)(=O)(O)O.[H-].[Al+3].[Li+].[H-].[H-].[H-].[Cl:12][C:13]1[CH:14]=[CH:15][C:16]2[O:22][C:21]3[CH:23]=[CH:24][CH:25]=[CH:26][C:20]=3[C@@H:19]([CH2:27]O)[C@H:18]([CH2:29][NH:30][CH:31]=O)[C:17]=2[CH:33]=1. Product: [Cl:12][C:13]1[CH:14]=[CH:15][C:16]2[O:22][C:21]3[CH:23]=[CH:24][CH:25]=[CH:26][C:20]=3[CH:19]3[CH2:27][N:30]([CH3:31])[CH2:29][CH:18]3[C:17]=2[CH:33]=1. (4) Reactant: [CH2:1]([NH2:4])[CH:2]=[CH2:3].C(N(CC)C(C)C)(C)C.[C:14](O[C:14]([O:16][C:17]([CH3:20])([CH3:19])[CH3:18])=[O:15])([O:16][C:17]([CH3:20])([CH3:19])[CH3:18])=[O:15]. Product: [CH2:1]([NH:4][C:14](=[O:15])[O:16][C:17]([CH3:20])([CH3:19])[CH3:18])[CH:2]=[CH2:3]. The catalyst class is: 1. (5) Reactant: C(=O)([O-])[O-].[K+].[K+].[CH2:7](Br)[C:8]#[CH:9].[Br:11][C:12]1[CH:17]=[C:16]([F:18])[C:15]([F:19])=[CH:14][C:13]=1[OH:20].[F-].[Cs+].CN(C)C1C=CC=CC=1.Cl. Product: [Br:11][C:12]1[C:13]2[O:20][C:8]([CH3:9])=[CH:7][C:14]=2[C:15]([F:19])=[C:16]([F:18])[CH:17]=1. The catalyst class is: 39. (6) Reactant: [Br:1][C:2]1[CH:7]=[CH:6][C:5]([F:8])=[CH:4][C:3]=1[OH:9].[CH2:10](Br)[CH:11]=[CH2:12].C([O-])([O-])=O.[K+].[K+]. Product: [CH2:12]([O:9][C:3]1[CH:4]=[C:5]([F:8])[CH:6]=[CH:7][C:2]=1[Br:1])[CH:11]=[CH2:10]. The catalyst class is: 21. (7) Reactant: [NH2:1][C:2]1[N:7]=[CH:6][N:5]=[C:4]2[N:8]([CH:28]3[CH2:33][CH2:32][N:31](C(OC(C)(C)C)=O)[CH2:30][CH2:29]3)[N:9]=[C:10]([C:11]3[CH:12]=[C:13]4[C:17](=[CH:18][CH:19]=3)[N:16]([CH2:20][C:21]3[CH:26]=[CH:25][CH:24]=[CH:23][C:22]=3[Cl:27])[CH:15]=[CH:14]4)[C:3]=12.C(O)(C(F)(F)F)=O. Product: [Cl:27][C:22]1[CH:23]=[CH:24][CH:25]=[CH:26][C:21]=1[CH2:20][N:16]1[C:17]2[C:13](=[CH:12][C:11]([C:10]3[C:3]4[C:4](=[N:5][CH:6]=[N:7][C:2]=4[NH2:1])[N:8]([CH:28]4[CH2:29][CH2:30][NH:31][CH2:32][CH2:33]4)[N:9]=3)=[CH:19][CH:18]=2)[CH:14]=[CH:15]1. The catalyst class is: 2. (8) Reactant: [C:1]1([N:7]2[C:11]3[CH:12]=[C:13]([CH:16]=O)[CH:14]=[CH:15][C:10]=3[N:9]=[CH:8]2)[CH:6]=[CH:5][CH:4]=[CH:3][CH:2]=1.[NH3:18].II. Product: [C:1]1([N:7]2[C:11]3[CH:12]=[C:13]([C:16]#[N:18])[CH:14]=[CH:15][C:10]=3[N:9]=[CH:8]2)[CH:6]=[CH:5][CH:4]=[CH:3][CH:2]=1. The catalyst class is: 1. (9) Reactant: [NH2:1][CH2:2][CH2:3][CH2:4][CH2:5][N:6]1[C:18]2[C:17]3[CH:16]=[CH:15][C:14]([Br:19])=[CH:13][C:12]=3[N:11]=[C:10]([NH2:20])[C:9]=2[N:8]=[C:7]1[CH2:21][CH2:22][CH3:23].C(N(CC)CC)C.[CH3:31][S:32](Cl)(=[O:34])=[O:33]. Product: [NH2:20][C:10]1[C:9]2[N:8]=[C:7]([CH2:21][CH2:22][CH3:23])[N:6]([CH2:5][CH2:4][CH2:3][CH2:2][NH:1][S:32]([CH3:31])(=[O:34])=[O:33])[C:18]=2[C:17]2[CH:16]=[CH:15][C:14]([Br:19])=[CH:13][C:12]=2[N:11]=1. The catalyst class is: 22. (10) The catalyst class is: 135. Reactant: [F:1][C:2]1[C:41]([F:42])=[C:40]([O:43][CH3:44])[CH:39]=[CH:38][C:3]=1[CH2:4][N:5]1[C:10]2[CH:11]=[C:12]([C:14]3[CH:19]=[CH:18][C:17]([F:20])=[CH:16][C:15]=3[O:21][CH3:22])[S:13][C:9]=2[C:8](=[O:23])[N:7]([CH:24]2[CH2:29][CH2:28][N:27](C(OC(C)(C)C)=O)[CH2:26][CH2:25]2)[C:6]1=[O:37].[ClH:45]. Product: [ClH:45].[F:1][C:2]1[C:41]([F:42])=[C:40]([O:43][CH3:44])[CH:39]=[CH:38][C:3]=1[CH2:4][N:5]1[C:10]2[CH:11]=[C:12]([C:14]3[CH:19]=[CH:18][C:17]([F:20])=[CH:16][C:15]=3[O:21][CH3:22])[S:13][C:9]=2[C:8](=[O:23])[N:7]([CH:24]2[CH2:25][CH2:26][NH:27][CH2:28][CH2:29]2)[C:6]1=[O:37].